Dataset: Peptide-MHC class I binding affinity with 185,985 pairs from IEDB/IMGT. Task: Regression. Given a peptide amino acid sequence and an MHC pseudo amino acid sequence, predict their binding affinity value. This is MHC class I binding data. (1) The peptide sequence is GSFRKICGF. The MHC is HLA-A80:01 with pseudo-sequence HLA-A80:01. The binding affinity (normalized) is 0.0847. (2) The peptide sequence is QMKDCMREL. The MHC is HLA-A02:06 with pseudo-sequence HLA-A02:06. The binding affinity (normalized) is 0.150.